Dataset: Peptide-MHC class II binding affinity with 134,281 pairs from IEDB. Task: Regression. Given a peptide amino acid sequence and an MHC pseudo amino acid sequence, predict their binding affinity value. This is MHC class II binding data. (1) The peptide sequence is PRCWLIRNGSYLNTS. The MHC is DRB1_0404 with pseudo-sequence DRB1_0404. The binding affinity (normalized) is 0.464. (2) The peptide sequence is RCALHWFPGSHLLAC. The MHC is HLA-DPA10301-DPB10402 with pseudo-sequence HLA-DPA10301-DPB10402. The binding affinity (normalized) is 0.160. (3) The peptide sequence is EKKYFAATQFDPLAA. The MHC is DRB1_1001 with pseudo-sequence DRB1_1001. The binding affinity (normalized) is 0.799. (4) The peptide sequence is NSYIAEMETESWIVDKK. The MHC is DRB3_0101 with pseudo-sequence DRB3_0101. The binding affinity (normalized) is 0.442. (5) The peptide sequence is EKYYFAATQFEPLAA. The MHC is HLA-DQA10501-DQB10201 with pseudo-sequence HLA-DQA10501-DQB10201. The binding affinity (normalized) is 0.560. (6) The peptide sequence is KEQIDGYTMHANYIF. The MHC is DRB1_0101 with pseudo-sequence DRB1_0101. The binding affinity (normalized) is 0.974.